This data is from Choline transporter screen with 302,306 compounds. The task is: Binary Classification. Given a drug SMILES string, predict its activity (active/inactive) in a high-throughput screening assay against a specified biological target. (1) The compound is Clc1c(c2nc(on2)CCCC(=O)NCc2cccnc2)cccc1. The result is 0 (inactive). (2) The compound is S(c1n(Cc2occc2)c(nn1)c1ccncc1)Cc1[nH]c2c(c(=O)n1)cccc2. The result is 0 (inactive). (3) The drug is s1c(NC(=O)c2c3c(nc(c2)c2ccccc2)cccc3)c(c(c1C(OCC)=O)C)C#N. The result is 0 (inactive).